Predict the reactants needed to synthesize the given product. From a dataset of Full USPTO retrosynthesis dataset with 1.9M reactions from patents (1976-2016). (1) Given the product [Cl:1][C:2]1[CH:7]=[CH:6][C:5]([O:8][CH3:9])=[CH:4][C:3]=1[NH:10][C:11]1[C:12]([NH:21][S:22]([C:25]2[CH:26]=[C:27]([CH:31]=[CH:32][CH:33]=2)[C:28]([NH:71][CH2:70][CH2:69][N:68]([CH3:72])[CH3:67])=[O:30])(=[O:23])=[O:24])=[N:13][C:14]2[C:19]([N:20]=1)=[CH:18][CH:17]=[CH:16][CH:15]=2, predict the reactants needed to synthesize it. The reactants are: [Cl:1][C:2]1[CH:7]=[CH:6][C:5]([O:8][CH3:9])=[CH:4][C:3]=1[NH:10][C:11]1[C:12]([NH:21][S:22]([C:25]2[CH:26]=[C:27]([CH:31]=[CH:32][CH:33]=2)[C:28]([OH:30])=O)(=[O:24])=[O:23])=[N:13][C:14]2[C:19]([N:20]=1)=[CH:18][CH:17]=[CH:16][CH:15]=2.F[P-](F)(F)(F)(F)F.N1(OC(N(C)C)=[N+](C)C)C2N=CC=CC=2N=N1.C(N(C(C)C)C(C)C)C.[CH3:67][N:68]([CH3:72])[CH2:69][CH2:70][NH2:71]. (2) Given the product [Br:8][C:5]1[N:4]=[CH:3][C:2]([O:1][CH2:19][CH2:18][N:13]2[C:14](=[O:17])[CH2:15][CH2:16][C:12]2=[O:11])=[CH:7][CH:6]=1, predict the reactants needed to synthesize it. The reactants are: [OH:1][C:2]1[CH:3]=[N:4][C:5]([Br:8])=[CH:6][CH:7]=1.[H-].[Na+].[O:11]=[C:12]1[CH2:16][CH2:15][C:14](=[O:17])[N:13]1[CH2:18][CH2:19]OS(C)(=O)=O. (3) Given the product [F:1][C:2]([F:14])([F:15])[C:3]1[CH:4]=[C:5]([CH:11]=[CH:12][CH:13]=1)[CH2:6][NH:7][C:8](=[O:9])[NH:10][C:25]([NH:24][C:16](=[O:23])[C:17]1[CH:18]=[CH:19][CH:20]=[CH:21][CH:22]=1)=[S:26], predict the reactants needed to synthesize it. The reactants are: [F:1][C:2]([F:15])([F:14])[C:3]1[CH:4]=[C:5]([CH:11]=[CH:12][CH:13]=1)[CH2:6][NH:7][C:8]([NH2:10])=[O:9].[C:16]([N:24]=[C:25]=[S:26])(=[O:23])[C:17]1[CH:22]=[CH:21][CH:20]=[CH:19][CH:18]=1.